Task: Predict the reactants needed to synthesize the given product.. Dataset: Full USPTO retrosynthesis dataset with 1.9M reactions from patents (1976-2016) Given the product [C:16]([O:20][C:21]1[C:26]([CH:29]=[O:30])=[N:25][CH:24]=[CH:23][N:22]=1)([CH3:19])([CH3:17])[CH3:18], predict the reactants needed to synthesize it. The reactants are: CC1(C)CCCC(C)(C)N1.C([Li])CCC.[C:16]([O:20][C:21]1[CH:26]=[N:25][CH:24]=[CH:23][N:22]=1)([CH3:19])([CH3:18])[CH3:17].CN(C)[CH:29]=[O:30].